This data is from Forward reaction prediction with 1.9M reactions from USPTO patents (1976-2016). The task is: Predict the product of the given reaction. (1) Given the reactants CN.[CH3:3][O:4][C:5]([C:7]1[CH:12]([C:13]2[CH:18]=[CH:17][CH:16]=[CH:15][C:14]=2[Cl:19])[C:11]([C:20]([O:22][CH3:23])=[O:21])=[C:10]([CH3:24])[NH:9][C:8]=1[CH2:25][O:26][CH2:27][CH2:28][N:29]1C(=O)C2C(=CC=CC=2)C1=O)=[O:6], predict the reaction product. The product is: [CH3:3][O:4][C:5]([C:7]1[CH:12]([C:13]2[CH:18]=[CH:17][CH:16]=[CH:15][C:14]=2[Cl:19])[C:11]([C:20]([O:22][CH3:23])=[O:21])=[C:10]([CH3:24])[NH:9][C:8]=1[CH2:25][O:26][CH2:27][CH2:28][NH2:29])=[O:6]. (2) Given the reactants [F:1][C:2]1[CH:3]=[C:4]([CH:8]=[CH:9][CH:10]=1)[C:5]([OH:7])=O.CN(C(ON1N=NC2C=CC=NC1=2)=[N+](C)C)C.F[P-](F)(F)(F)(F)F.CN1CCOCC1.[CH3:42][O:43][C:44]1[C:45]2[N:58]=[C:57]([NH2:59])[S:56][C:46]=2[C:47]([N:50]2[CH2:55][CH2:54][O:53][CH2:52][CH2:51]2)=[N:48][CH:49]=1, predict the reaction product. The product is: [F:1][C:2]1[CH:3]=[C:4]([CH:8]=[CH:9][CH:10]=1)[C:5]([NH:59][C:57]1[S:56][C:46]2[C:47]([N:50]3[CH2:55][CH2:54][O:53][CH2:52][CH2:51]3)=[N:48][CH:49]=[C:44]([O:43][CH3:42])[C:45]=2[N:58]=1)=[O:7]. (3) Given the reactants [C:1]([O:5][C:6]([N:8]1[C@@H:12]([CH2:13][CH2:14][C:15]2[CH:20]=[CH:19][C:18]([NH2:21])=[CH:17][CH:16]=2)[CH2:11][O:10][C:9]1([CH3:23])[CH3:22])=[O:7])([CH3:4])([CH3:3])[CH3:2].[H-].[Na+].[Br:26][C:27]1[CH:28]=[CH:29][C:30]([CH:33](OS(C(F)(F)F)(=O)=O)[C:34]([F:37])([F:36])[F:35])=[N:31][CH:32]=1, predict the reaction product. The product is: [C:1]([O:5][C:6]([N:8]1[C@@H:12]([CH2:13][CH2:14][C:15]2[CH:16]=[CH:17][C:18]([NH:21][CH:33]([C:30]3[CH:29]=[CH:28][C:27]([Br:26])=[CH:32][N:31]=3)[C:34]([F:37])([F:36])[F:35])=[CH:19][CH:20]=2)[CH2:11][O:10][C:9]1([CH3:23])[CH3:22])=[O:7])([CH3:4])([CH3:2])[CH3:3]. (4) Given the reactants [Cl:1][C:2]1[CH:7]=[C:6]([CH2:8][CH2:9][NH:10][C:11]2[N:16]=[C:15]([C:17]3[CH:22]=[CH:21][CH:20]=[C:19]([CH2:23][NH:24][CH:25]([CH3:27])[CH3:26])[CH:18]=3)[CH:14]=[CH:13][N:12]=2)[CH:5]=[CH:4][C:3]=1[OH:28].[CH3:29][C:30]1[C:35]([C:36](O)=[O:37])=[CH:34][N:33]=[CH:32][CH:31]=1, predict the reaction product. The product is: [Cl:1][C:2]1[CH:7]=[C:6]([CH2:8][CH2:9][NH:10][C:11]2[N:16]=[C:15]([C:17]3[CH:18]=[C:19]([CH:20]=[CH:21][CH:22]=3)[CH2:23][N:24]([CH:25]([CH3:26])[CH3:27])[C:36](=[O:37])[C:35]3[C:30]([CH3:29])=[CH:31][CH:32]=[N:33][CH:34]=3)[CH:14]=[CH:13][N:12]=2)[CH:5]=[CH:4][C:3]=1[OH:28]. (5) Given the reactants C(OC(=O)[NH:7][C:8]1[S:9][C:10]2[CH:16]=[C:15]([CH2:17][C:18]3[CH:23]=[CH:22][C:21]([NH:24]C(OC(C)(C)C)=O)=[CH:20][CH:19]=3)[C:14]([O:32]C)=[C:13]([C:34]3[CH:39]=[CH:38][CH:37]=[C:36]([N+:40]([O-:42])=[O:41])[CH:35]=3)[C:11]=2[N:12]=1)(C)(C)C.B(Br)(Br)Br, predict the reaction product. The product is: [NH2:7][C:8]1[S:9][C:10]2[CH:16]=[C:15]([CH2:17][C:18]3[CH:23]=[CH:22][C:21]([NH2:24])=[CH:20][CH:19]=3)[C:14]([OH:32])=[C:13]([C:34]3[CH:39]=[CH:38][CH:37]=[C:36]([N+:40]([O-:42])=[O:41])[CH:35]=3)[C:11]=2[N:12]=1. (6) Given the reactants [F:1][C:2]1[CH:3]=[C:4]([CH:9]=[C:10]([F:12])[CH:11]=1)[C:5]([NH:7][OH:8])=[NH:6].[C:13]([O:17][C:18]([N:20]1[CH2:24][CH2:23][CH2:22][C@H:21]1[C:25](O)=O)=[O:19])([CH3:16])([CH3:15])[CH3:14].ON1C2C=CC=CC=2N=N1.C(N=C=NC(C)C)(C)C, predict the reaction product. The product is: [C:13]([O:17][C:18]([N:20]1[CH2:24][CH2:23][CH2:22][C@H:21]1[C:25]1[O:8][N:7]=[C:5]([C:4]2[CH:3]=[C:2]([F:1])[CH:11]=[C:10]([F:12])[CH:9]=2)[N:6]=1)=[O:19])([CH3:16])([CH3:14])[CH3:15]. (7) The product is: [CH3:1][N:2]([CH3:3])[CH2:4][CH2:5][O:6][C:16]1[N:15]=[C:14]([NH:13][CH2:12][C:8]2[S:7][CH:11]=[CH:10][CH:9]=2)[N:19]=[C:18]([NH:20][C:21]2[CH:26]=[CH:25][CH:24]=[C:23]([C:27]([F:29])([F:30])[F:28])[CH:22]=2)[N:17]=1. Given the reactants [CH3:1][N:2]([CH2:4][CH2:5][OH:6])[CH3:3].[S:7]1[CH:11]=[CH:10][CH:9]=[C:8]1[CH2:12][NH:13][C:14]1[N:19]=[C:18]([NH:20][C:21]2[CH:26]=[CH:25][CH:24]=[C:23]([C:27]([F:30])([F:29])[F:28])[CH:22]=2)[N:17]=[C:16](Cl)[N:15]=1, predict the reaction product. (8) Given the reactants CCN(C(C)C)C(C)C.[C:10]12([C:17]([C:19]3[CH:24]=[CH:23][N:22]=[CH:21][CH:20]=3)=[O:18])[NH:16][CH:13]([CH2:14][CH2:15]1)[CH2:12][CH2:11]2.Br[CH2:26][CH2:27][O:28][CH3:29], predict the reaction product. The product is: [CH3:29][O:28][CH2:27][CH2:26][N:16]1[CH:13]2[CH2:12][CH2:11][C:10]1([C:17]([C:19]1[CH:24]=[CH:23][N:22]=[CH:21][CH:20]=1)=[O:18])[CH2:15][CH2:14]2.